From a dataset of NCI-60 drug combinations with 297,098 pairs across 59 cell lines. Regression. Given two drug SMILES strings and cell line genomic features, predict the synergy score measuring deviation from expected non-interaction effect. (1) Drug 1: CC1=C2C(C(=O)C3(C(CC4C(C3C(C(C2(C)C)(CC1OC(=O)C(C(C5=CC=CC=C5)NC(=O)OC(C)(C)C)O)O)OC(=O)C6=CC=CC=C6)(CO4)OC(=O)C)O)C)O. Drug 2: CC1CCC2CC(C(=CC=CC=CC(CC(C(=O)C(C(C(=CC(C(=O)CC(OC(=O)C3CCCCN3C(=O)C(=O)C1(O2)O)C(C)CC4CCC(C(C4)OC)OCCO)C)C)O)OC)C)C)C)OC. Cell line: NCI-H322M. Synergy scores: CSS=7.98, Synergy_ZIP=-2.07, Synergy_Bliss=1.38, Synergy_Loewe=0.264, Synergy_HSA=0.370. (2) Drug 1: CN(C)C1=NC(=NC(=N1)N(C)C)N(C)C. Drug 2: CS(=O)(=O)CCNCC1=CC=C(O1)C2=CC3=C(C=C2)N=CN=C3NC4=CC(=C(C=C4)OCC5=CC(=CC=C5)F)Cl. Cell line: HL-60(TB). Synergy scores: CSS=-8.44, Synergy_ZIP=6.74, Synergy_Bliss=5.99, Synergy_Loewe=-3.78, Synergy_HSA=-2.86. (3) Drug 1: CNC(=O)C1=CC=CC=C1SC2=CC3=C(C=C2)C(=NN3)C=CC4=CC=CC=N4. Drug 2: CNC(=O)C1=NC=CC(=C1)OC2=CC=C(C=C2)NC(=O)NC3=CC(=C(C=C3)Cl)C(F)(F)F. Cell line: DU-145. Synergy scores: CSS=2.72, Synergy_ZIP=-9.74, Synergy_Bliss=-13.6, Synergy_Loewe=-20.6, Synergy_HSA=-15.5. (4) Drug 1: CC12CCC3C(C1CCC2O)C(CC4=C3C=CC(=C4)O)CCCCCCCCCS(=O)CCCC(C(F)(F)F)(F)F. Drug 2: CC1C(C(CC(O1)OC2CC(CC3=C2C(=C4C(=C3O)C(=O)C5=CC=CC=C5C4=O)O)(C(=O)C)O)N)O. Cell line: UACC62. Synergy scores: CSS=64.7, Synergy_ZIP=0.139, Synergy_Bliss=2.22, Synergy_Loewe=-7.18, Synergy_HSA=4.27. (5) Drug 1: CC1=C2C(C(=O)C3(C(CC4C(C3C(C(C2(C)C)(CC1OC(=O)C(C(C5=CC=CC=C5)NC(=O)C6=CC=CC=C6)O)O)OC(=O)C7=CC=CC=C7)(CO4)OC(=O)C)O)C)OC(=O)C. Drug 2: C1CCC(C(C1)N)N.C(=O)(C(=O)[O-])[O-].[Pt+4]. Cell line: HCT-15. Synergy scores: CSS=47.3, Synergy_ZIP=-0.257, Synergy_Bliss=-1.40, Synergy_Loewe=6.62, Synergy_HSA=2.44. (6) Drug 1: CNC(=O)C1=CC=CC=C1SC2=CC3=C(C=C2)C(=NN3)C=CC4=CC=CC=N4. Drug 2: CC1=C(C(CCC1)(C)C)C=CC(=CC=CC(=CC(=O)O)C)C. Cell line: DU-145. Synergy scores: CSS=1.41, Synergy_ZIP=1.02, Synergy_Bliss=2.60, Synergy_Loewe=1.42, Synergy_HSA=0.313. (7) Drug 1: CC1=C2C(C(=O)C3(C(CC4C(C3C(C(C2(C)C)(CC1OC(=O)C(C(C5=CC=CC=C5)NC(=O)C6=CC=CC=C6)O)O)OC(=O)C7=CC=CC=C7)(CO4)OC(=O)C)O)C)OC(=O)C. Drug 2: CN1C2=C(C=C(C=C2)N(CCCl)CCCl)N=C1CCCC(=O)O.Cl. Cell line: TK-10. Synergy scores: CSS=0.622, Synergy_ZIP=0.227, Synergy_Bliss=1.02, Synergy_Loewe=-0.637, Synergy_HSA=-0.231. (8) Drug 1: CN(CC1=CN=C2C(=N1)C(=NC(=N2)N)N)C3=CC=C(C=C3)C(=O)NC(CCC(=O)O)C(=O)O. Drug 2: C(CC(=O)O)C(=O)CN.Cl. Cell line: NCIH23. Synergy scores: CSS=42.2, Synergy_ZIP=-8.18, Synergy_Bliss=-1.38, Synergy_Loewe=-28.9, Synergy_HSA=1.06. (9) Drug 1: CC12CCC3C(C1CCC2=O)CC(=C)C4=CC(=O)C=CC34C. Drug 2: C1C(C(OC1N2C=NC3=C2NC=NCC3O)CO)O. Cell line: SNB-19. Synergy scores: CSS=38.9, Synergy_ZIP=0.00316, Synergy_Bliss=-0.390, Synergy_Loewe=1.07, Synergy_HSA=0.447. (10) Drug 1: CC1=CC=C(C=C1)C2=CC(=NN2C3=CC=C(C=C3)S(=O)(=O)N)C(F)(F)F. Drug 2: CCN(CC)CCNC(=O)C1=C(NC(=C1C)C=C2C3=C(C=CC(=C3)F)NC2=O)C. Cell line: 786-0. Synergy scores: CSS=8.27, Synergy_ZIP=-3.15, Synergy_Bliss=-0.913, Synergy_Loewe=-1.20, Synergy_HSA=0.315.